This data is from Reaction yield outcomes from USPTO patents with 853,638 reactions. The task is: Predict the reaction yield, written as a fraction of the theoretical maximum amount of product (1.0 means a 100% yield; for example, 0.34 means a 34% yield). (1) The reactants are C(OC([N:8]1[CH:12]=[C:11]([C:13]2[C:18]([O:19][CH3:20])=[CH:17][C:16]3[O:21][CH2:22][C:23]4[C:27]([C:28](=[O:35])[N:29](C(C)(C)C)[CH3:30])=[N:26][N:25]([C:36]5[CH:40]=[CH:39][S:38][CH:37]=5)[C:24]=4[C:15]=3[CH:14]=2)[CH:10]=[N:9]1)=O)(C)(C)C.CO.Cl. No catalyst specified. The product is [CH3:30][NH:29][C:28]([C:27]1[C:23]2[CH2:22][O:21][C:16]3[CH:17]=[C:18]([O:19][CH3:20])[C:13]([C:11]4[CH:12]=[N:8][NH:9][CH:10]=4)=[CH:14][C:15]=3[C:24]=2[N:25]([C:36]2[CH:40]=[CH:39][S:38][CH:37]=2)[N:26]=1)=[O:35]. The yield is 0.340. (2) The reactants are F[C:2]1[CH:9]=[CH:8][C:5]([C:6]#[N:7])=[CH:4][CH:3]=1.[N-:10]=[N+:11]=[N-:12].[Na+]. The catalyst is CS(C)=O.O. The product is [N:10]([C:2]1[CH:9]=[CH:8][C:5]([C:6]#[N:7])=[CH:4][CH:3]=1)=[N+:11]=[N-:12]. The yield is 0.490. (3) The reactants are [CH3:1][C:2]1[CH:3]=[C:4]([N:9]2[C:13](=[O:14])/[C:12](=[N:15]\[NH:16][C:17]3[C:18]([OH:32])=[C:19]([C:23]4[CH:28]=[CH:27][CH:26]=[C:25]([C:29]([OH:31])=[O:30])[CH:24]=4)[CH:20]=[CH:21][CH:22]=3)/[C:11]([CH3:33])=[N:10]2)[CH:5]=[CH:6][C:7]=1[CH3:8].[CH2:34]([CH2:36][NH2:37])[OH:35]. The catalyst is C(O)C. The product is [CH2:13]([CH2:12][NH2:15])[OH:14].[CH2:34]([CH2:36][NH2:37])[OH:35].[CH3:1][C:2]1[CH:3]=[C:4]([N:9]2[C:13](=[O:14])/[C:12](=[N:15]\[NH:16][C:17]3[C:18]([OH:32])=[C:19]([C:23]4[CH:28]=[CH:27][CH:26]=[C:25]([C:29]([OH:31])=[O:30])[CH:24]=4)[CH:20]=[CH:21][CH:22]=3)/[C:11]([CH3:33])=[N:10]2)[CH:5]=[CH:6][C:7]=1[CH3:8]. The yield is 0.960. (4) The reactants are C(O)(=O)C(O)=O.[NH:7]1[CH:16]2[CH:11]([C:12](=[O:17])[CH2:13][CH2:14][CH2:15]2)[CH2:10][CH2:9][CH2:8]1.C1(C)C=CC=CC=1.C(=O)([O-])[O-].[K+].[K+].Cl[C:32]([O:34][CH2:35][CH3:36])=[O:33]. The catalyst is O. The product is [CH2:35]([O:34][C:32]([N:7]1[CH:16]2[CH:11]([C:12](=[O:17])[CH2:13][CH2:14][CH2:15]2)[CH2:10][CH2:9][CH2:8]1)=[O:33])[CH3:36]. The yield is 0.880. (5) The reactants are [Si]([O:8]/[N:9]=[C:10]1\[NH:11][C@@H:12]([C:22]2[CH:27]=[CH:26][C:25]([F:28])=[CH:24][C:23]=2[Br:29])[CH2:13][C:14]2[N:15]=[C:16]([NH2:21])[N:17]=[C:18]([CH3:20])[C:19]\1=2)(C(C)(C)C)(C)C.C(O)(C(F)(F)F)=O.O. The catalyst is O1CCOCC1. The product is [NH2:21][C:16]1[N:17]=[C:18]([CH3:20])[C:19]2=[C:14]([CH2:13][C@H:12]([C:22]3[CH:27]=[CH:26][C:25]([F:28])=[CH:24][C:23]=3[Br:29])[NH:11]/[C:10]/2=[N:9]\[OH:8])[N:15]=1. The yield is 0.700. (6) The reactants are Br[C:2]1[CH:7]=[CH:6][N:5]2[N:8]=[CH:9][CH:10]=[C:4]2[N:3]=1.[CH2:11]([O:13][C:14]([C:16]1[CH:21]=[CH:20][C:19](B(O)O)=[CH:18][CH:17]=1)=[O:15])[CH3:12].[O-]P([O-])([O-])=O.[K+].[K+].[K+]. The catalyst is O1CCOCC1.O.CCOC(C)=O.C1C=CC([P]([Pd]([P](C2C=CC=CC=2)(C2C=CC=CC=2)C2C=CC=CC=2)([P](C2C=CC=CC=2)(C2C=CC=CC=2)C2C=CC=CC=2)[P](C2C=CC=CC=2)(C2C=CC=CC=2)C2C=CC=CC=2)(C2C=CC=CC=2)C2C=CC=CC=2)=CC=1. The product is [N:8]1[N:5]2[CH:6]=[CH:7][C:2]([C:19]3[CH:20]=[CH:21][C:16]([C:14]([O:13][CH2:11][CH3:12])=[O:15])=[CH:17][CH:18]=3)=[N:3][C:4]2=[CH:10][CH:9]=1. The yield is 0.490. (7) The reactants are [CH:1]1([C:4]2[CH:9]=[CH:8][CH:7]=[C:6]([CH3:10])[C:5]=2[OH:11])[CH2:3][CH2:2]1.ClC1C=CC=CC=1Cl.[OH-].[K+].[OH:22][C:23]1[CH:28]=[C:27]([Cl:29])[N:26]=[N:25][C:24]=1Cl. The catalyst is C(O)(C)(C)C. The product is [Cl:29][C:27]1[N:26]=[N:25][C:24]([O:11][C:5]2[C:6]([CH3:10])=[CH:7][CH:8]=[CH:9][C:4]=2[CH:1]2[CH2:3][CH2:2]2)=[C:23]([OH:22])[CH:28]=1. The yield is 0.520. (8) The product is [CH3:25][O:24][C:21]1[CH:22]=[CH:23][C:18]([CH2:17][N:16]2[CH:26]([C:29]3[CH:34]=[CH:33][CH:32]=[CH:31][CH:30]=3)[CH2:27][O:1][C:2]3([CH2:7][CH2:6][N:5]([C:8]([O:10][C:11]([CH3:14])([CH3:12])[CH3:13])=[O:9])[CH2:4][CH2:3]3)[CH2:15]2)=[CH:19][CH:20]=1. The yield is 0.510. The catalyst is C1COCC1. The reactants are [OH:1][C:2]1([CH2:15][N:16]([CH:26]([C:29]2[CH:34]=[CH:33][CH:32]=[CH:31][CH:30]=2)[CH2:27]O)[CH2:17][C:18]2[CH:23]=[CH:22][C:21]([O:24][CH3:25])=[CH:20][CH:19]=2)[CH2:7][CH2:6][N:5]([C:8]([O:10][C:11]([CH3:14])([CH3:13])[CH3:12])=[O:9])[CH2:4][CH2:3]1.CCN(C(C)C)C(C)C.CS(OS(C)(=O)=O)(=O)=O. (9) The reactants are [F:1][C:2]1[C:7]([C:8]2[C:15]([N+:16]([O-])=O)=[CH:14][C:11]([C:12]#[N:13])=[CH:10][C:9]=2[N+:19]([O-])=O)=[CH:6][C:5]([CH3:22])=[CH:4][N:3]=1.O. The catalyst is CC(O)=O.[Fe]. The product is [NH2:19][C:9]1[CH:10]=[C:11]([CH:14]=[C:15]([NH2:16])[C:8]=1[C:7]1[C:2]([F:1])=[N:3][CH:4]=[C:5]([CH3:22])[CH:6]=1)[C:12]#[N:13]. The yield is 0.660.